From a dataset of Peptide-MHC class I binding affinity with 185,985 pairs from IEDB/IMGT. Regression. Given a peptide amino acid sequence and an MHC pseudo amino acid sequence, predict their binding affinity value. This is MHC class I binding data. (1) The peptide sequence is QPYLQLQPF. The MHC is HLA-B35:01 with pseudo-sequence HLA-B35:01. The binding affinity (normalized) is 0.832. (2) The peptide sequence is RRMGGLRKY. The MHC is HLA-B08:03 with pseudo-sequence HLA-B08:03. The binding affinity (normalized) is 0.0847. (3) The peptide sequence is YSQGAFTPL. The MHC is HLA-A23:01 with pseudo-sequence HLA-A23:01. The binding affinity (normalized) is 0.0847. (4) The peptide sequence is HTSALSLGY. The MHC is HLA-A24:03 with pseudo-sequence HLA-A24:03. The binding affinity (normalized) is 0.0847. (5) The peptide sequence is RPAPATGAL. The MHC is HLA-B51:01 with pseudo-sequence HLA-B51:01. The binding affinity (normalized) is 0.0847. (6) The MHC is HLA-B08:01 with pseudo-sequence HLA-B08:01. The binding affinity (normalized) is 0.140. The peptide sequence is TQGYFPDWQNY. (7) The MHC is Mamu-A01 with pseudo-sequence Mamu-A01. The binding affinity (normalized) is 0.511. The peptide sequence is ASLPPGSAKL.